Dataset: Merck oncology drug combination screen with 23,052 pairs across 39 cell lines. Task: Regression. Given two drug SMILES strings and cell line genomic features, predict the synergy score measuring deviation from expected non-interaction effect. (1) Drug 1: COC12C(COC(N)=O)C3=C(C(=O)C(C)=C(N)C3=O)N1CC1NC12. Drug 2: NC1(c2ccc(-c3nc4ccn5c(=O)[nH]nc5c4cc3-c3ccccc3)cc2)CCC1. Cell line: A2780. Synergy scores: synergy=22.0. (2) Drug 1: N#Cc1ccc(Cn2cncc2CN2CCN(c3cccc(Cl)c3)C(=O)C2)cc1. Drug 2: C=CCn1c(=O)c2cnc(Nc3ccc(N4CCN(C)CC4)cc3)nc2n1-c1cccc(C(C)(C)O)n1. Cell line: HT144. Synergy scores: synergy=15.3. (3) Drug 1: N.N.O=C(O)C1(C(=O)O)CCC1.[Pt]. Drug 2: COC1=C2CC(C)CC(OC)C(O)C(C)C=C(C)C(OC(N)=O)C(OC)C=CC=C(C)C(=O)NC(=CC1=O)C2=O. Cell line: T47D. Synergy scores: synergy=-71.2. (4) Drug 1: Cn1nnc2c(C(N)=O)ncn2c1=O. Drug 2: COC1=C2CC(C)CC(OC)C(O)C(C)C=C(C)C(OC(N)=O)C(OC)C=CC=C(C)C(=O)NC(=CC1=O)C2=O. Cell line: LNCAP. Synergy scores: synergy=16.0.